From a dataset of Peptide-MHC class I binding affinity with 185,985 pairs from IEDB/IMGT. Regression. Given a peptide amino acid sequence and an MHC pseudo amino acid sequence, predict their binding affinity value. This is MHC class I binding data. The peptide sequence is NSINNQLMY. The MHC is HLA-A11:01 with pseudo-sequence HLA-A11:01. The binding affinity (normalized) is 0.549.